Dataset: Forward reaction prediction with 1.9M reactions from USPTO patents (1976-2016). Task: Predict the product of the given reaction. (1) Given the reactants [NH2:1][C:2]1[C:3](=[O:30])[C:4]([O:22][CH2:23][C:24]2[CH:29]=[CH:28][CH:27]=[CH:26][CH:25]=2)=[C:5]2[C:10](=[O:11])[N:9]([CH2:12][C:13]3[CH:18]=[CH:17][C:16]([F:19])=[C:15]([Cl:20])[CH:14]=3)[CH2:8][CH2:7][N:6]2[CH:21]=1.N1C=CC=CC=1.[C:37](Cl)(=[O:41])[CH:38]([CH3:40])[CH3:39].S([O-])(O)(=O)=O.[K+], predict the reaction product. The product is: [CH2:23]([O:22][C:4]1[C:3](=[O:30])[C:2]([NH:1][C:37](=[O:41])[CH:38]([CH3:40])[CH3:39])=[CH:21][N:6]2[CH2:7][CH2:8][N:9]([CH2:12][C:13]3[CH:18]=[CH:17][C:16]([F:19])=[C:15]([Cl:20])[CH:14]=3)[C:10](=[O:11])[C:5]=12)[C:24]1[CH:25]=[CH:26][CH:27]=[CH:28][CH:29]=1. (2) Given the reactants CC(C)[C@@H](N1CC2C(=CC=C(C3C=CC(NC(NC4C=CC=C(C(F)(F)F)C=4)=O)=CC=3)C=2)C1=O)C(O)=O.[CH3:38][O:39][CH2:40][C@H:41]([N:46]1[CH2:54][C:53]2[C:48](=[CH:49][CH:50]=[C:51]([C:55]3[CH:60]=[CH:59][C:58]([NH:61][C:62]([NH:64][C:65]4[CH:70]=[CH:69][CH:68]=[C:67]([C:71]([F:74])([F:73])[F:72])[CH:66]=4)=[O:63])=[CH:57][CH:56]=3)[CH:52]=2)[C:47]1=[O:75])[C:42]([O:44]C)=[O:43], predict the reaction product. The product is: [CH3:38][O:39][CH2:40][C@H:41]([N:46]1[CH2:54][C:53]2[C:48](=[CH:49][CH:50]=[C:51]([C:55]3[CH:56]=[CH:57][C:58]([NH:61][C:62]([NH:64][C:65]4[CH:70]=[CH:69][CH:68]=[C:67]([C:71]([F:74])([F:72])[F:73])[CH:66]=4)=[O:63])=[CH:59][CH:60]=3)[CH:52]=2)[C:47]1=[O:75])[C:42]([OH:44])=[O:43].